This data is from Forward reaction prediction with 1.9M reactions from USPTO patents (1976-2016). The task is: Predict the product of the given reaction. (1) Given the reactants C([O:3][C:4]([C:6]1[NH:7][C:8]([CH2:12][CH2:13][C:14]([OH:16])=[O:15])=[CH:9][C:10]=1[CH3:11])=[O:5])C.[OH-].[Li+].Cl, predict the reaction product. The product is: [C:14]([CH2:13][CH2:12][C:8]1[NH:7][C:6]([C:4]([OH:5])=[O:3])=[C:10]([CH3:11])[CH:9]=1)([OH:16])=[O:15]. (2) Given the reactants [F:1][C:2]1[CH:47]=[N:46][C:5]2[N:6]([C:26]3[CH:27]=[C:28]([C:40]4[CH:45]=[CH:44][CH:43]=[CH:42][CH:41]=4)[CH:29]=[CH:30][C:31]=3[CH2:32][N:33]3[CH2:39][CH2:38][CH2:37][O:36][CH2:35][CH2:34]3)[C:7](=[O:25])[N:8]([C@@H:11]3[CH2:16][CH2:15][C@H:14]([NH:17]C(=O)OC(C)(C)C)[CH2:13][CH2:12]3)[C:9](=[O:10])[C:4]=2[CH:3]=1.FC(F)(F)C(O)=O, predict the reaction product. The product is: [NH2:17][C@@H:14]1[CH2:13][CH2:12][C@H:11]([N:8]2[C:9](=[O:10])[C:4]3[CH:3]=[C:2]([F:1])[CH:47]=[N:46][C:5]=3[N:6]([C:26]3[CH:27]=[C:28]([C:40]4[CH:41]=[CH:42][CH:43]=[CH:44][CH:45]=4)[CH:29]=[CH:30][C:31]=3[CH2:32][N:33]3[CH2:39][CH2:38][CH2:37][O:36][CH2:35][CH2:34]3)[C:7]2=[O:25])[CH2:16][CH2:15]1. (3) Given the reactants C(=O)([O-])[O-].[K+].[K+].[CH2:7]([N:9]=[C:10]=[O:11])[CH3:8].[CH:12]1([C:15]2[NH:19][N:18]=[C:17]([O:20][C:21]3[C:26]([Cl:27])=[CH:25][C:24]([C:28]([F:31])([F:30])[F:29])=[CH:23][C:22]=3[Cl:32])[CH:16]=2)[CH2:14][CH2:13]1.Cl, predict the reaction product. The product is: [CH2:7]([NH:9][C:10]([N:19]1[C:15]([CH:12]2[CH2:13][CH2:14]2)=[CH:16][C:17]([O:20][C:21]2[C:26]([Cl:27])=[CH:25][C:24]([C:28]([F:31])([F:29])[F:30])=[CH:23][C:22]=2[Cl:32])=[N:18]1)=[O:11])[CH3:8]. (4) Given the reactants Cl.[NH:2]1[CH2:6][CH2:5][CH:4]2[CH2:7][N:8]([CH2:10][C:11]3[CH:26]=[CH:25][C:14]([O:15][C:16]4[S:17][C:18]5[CH:24]=[CH:23][CH:22]=[CH:21][C:19]=5[N:20]=4)=[CH:13][CH:12]=3)[CH2:9][CH:3]12.CCN(CC)CC.[C:34]([NH:41][CH2:42][C:43]([OH:45])=O)(OC(C)(C)C)=[O:35].Cl.CN(C)CCCN=C=NCC.[F:58][C:59]([F:64])([F:63])C(O)=O, predict the reaction product. The product is: [S:17]1[C:18]2[CH:24]=[CH:23][CH:22]=[CH:21][C:19]=2[N:20]=[C:16]1[O:15][C:14]1[CH:25]=[CH:26][C:11]([CH2:10][N:8]2[CH2:7][CH:4]3[CH:3]([N:2]([C:43](=[O:45])[CH2:42][NH:41][C:34](=[O:35])[C:59]([F:64])([F:63])[F:58])[CH2:6][CH2:5]3)[CH2:9]2)=[CH:12][CH:13]=1. (5) Given the reactants I[C:2]1[CH:3]=[C:4]([CH:10]=[CH:11][CH:12]=1)[C:5]([O:7][CH2:8][CH3:9])=[O:6].C([Sn](CCCC)(CCCC)[C:18]1[S:22][CH:21]=[N:20][CH:19]=1)CCC.O.CCOC(C)=O, predict the reaction product. The product is: [S:22]1[C:18]([C:2]2[CH:3]=[C:4]([CH:10]=[CH:11][CH:12]=2)[C:5]([O:7][CH2:8][CH3:9])=[O:6])=[CH:19][N:20]=[CH:21]1. (6) Given the reactants [CH:1]1([C:7]2[O:8][C:9]3[CH:15]=[C:14]([C:16]([OH:18])=O)[CH:13]=[CH:12][C:10]=3[N:11]=2)[CH2:6][CH2:5][CH2:4][CH2:3][CH2:2]1.CN(C(ON1N=NC2C=CC=CC1=2)=[N+](C)C)C.F[P-](F)(F)(F)(F)F.CCN(C(C)C)C(C)C.[NH:52]1[CH2:55][CH:54]([OH:56])[CH2:53]1, predict the reaction product. The product is: [CH:1]1([C:7]2[O:8][C:9]3[CH:15]=[C:14]([C:16]([N:52]4[CH2:55][CH:54]([OH:56])[CH2:53]4)=[O:18])[CH:13]=[CH:12][C:10]=3[N:11]=2)[CH2:2][CH2:3][CH2:4][CH2:5][CH2:6]1. (7) Given the reactants [O:1]([CH:9]([CH3:17])[CH2:10][C:11]#[C:12][C:13]([O:15][CH3:16])=[O:14])[Si:2]([C:5]([CH3:8])([CH3:7])[CH3:6])([CH3:4])[CH3:3].ClC1=C(Cl)C(OC1=O)=O.C1(NC2C=CC3C(=CC=CC=3)C=2)C=CC=CC=1.[CH3:44][O:45][C:46]1CC[CH:49]=[CH:48][CH:47]=1, predict the reaction product. The product is: [O:1]([CH:9]([CH3:17])[CH2:10][C:11]1[CH:49]=[CH:48][CH:47]=[C:46]([O:45][CH3:44])[C:12]=1[C:13]([O:15][CH3:16])=[O:14])[Si:2]([C:5]([CH3:8])([CH3:7])[CH3:6])([CH3:3])[CH3:4]. (8) Given the reactants [CH3:1][O:2][C:3]1[C:4](=[O:40])[C:5]([CH3:39])=[C:6]([CH2:12][C:13]2[CH:14]=[CH:15][C:16]([O:35]C(=O)C)=[C:17]([CH:34]=2)[C:18]([NH:20][C:21]2[CH:33]=[CH:32][C:24]([C:25]([O:27][C:28]([CH3:31])([CH3:30])[CH3:29])=[O:26])=[CH:23][CH:22]=2)=[O:19])[C:7](=[O:11])[C:8]=1[O:9][CH3:10].C(=O)([O-])O.[Na+], predict the reaction product. The product is: [CH3:1][O:2][C:3]1[C:4](=[O:40])[C:5]([CH3:39])=[C:6]([CH2:12][C:13]2[CH:14]=[CH:15][C:16]([OH:35])=[C:17]([CH:34]=2)[C:18]([NH:20][C:21]2[CH:33]=[CH:32][C:24]([C:25]([O:27][C:28]([CH3:31])([CH3:30])[CH3:29])=[O:26])=[CH:23][CH:22]=2)=[O:19])[C:7](=[O:11])[C:8]=1[O:9][CH3:10].